From a dataset of Forward reaction prediction with 1.9M reactions from USPTO patents (1976-2016). Predict the product of the given reaction. (1) Given the reactants [Br:1][C:2]1[CH:7]=[CH:6][C:5]([F:8])=[C:4](I)[CH:3]=1.[CH2:10]([S:12]([C:15]1[CH:20]=[CH:19][C:18](B(O)O)=[CH:17][CH:16]=1)(=[O:14])=[O:13])[CH3:11].C([O-])([O-])=O.[Na+].[Na+], predict the reaction product. The product is: [CH2:10]([S:12]([C:15]1[CH:20]=[CH:19][C:18]([C:4]2[CH:3]=[C:2]([Br:1])[CH:7]=[CH:6][C:5]=2[F:8])=[CH:17][CH:16]=1)(=[O:13])=[O:14])[CH3:11]. (2) Given the reactants [C:1]([O:5][C:6]([N:8]1[CH2:11][CH:10]([NH:12][C:13]2[CH:14]=[C:15]3[C:24](=[CH:25][C:26]=2[CH3:27])[O:23][CH2:22][C:21]2[N:16]3[CH:17]([CH3:29])[C:18](=[O:28])[NH:19][N:20]=2)[CH2:9]1)=[O:7])([CH3:4])([CH3:3])[CH3:2].C=O.[C:32]([BH3-])#N.[Na+], predict the reaction product. The product is: [C:1]([O:5][C:6]([N:8]1[CH2:11][CH:10]([N:12]([C:13]2[CH:14]=[C:15]3[C:24](=[CH:25][C:26]=2[CH3:27])[O:23][CH2:22][C:21]2[N:16]3[CH:17]([CH3:29])[C:18](=[O:28])[NH:19][N:20]=2)[CH3:32])[CH2:9]1)=[O:7])([CH3:4])([CH3:3])[CH3:2].